This data is from Catalyst prediction with 721,799 reactions and 888 catalyst types from USPTO. The task is: Predict which catalyst facilitates the given reaction. (1) Product: [Br:1][C:2]1[CH:7]=[C:6]([C:8]([F:17])([C:9]([F:10])([F:11])[F:12])[C:13]([F:14])([F:15])[F:16])[CH:5]=[C:4]([Br:18])[C:3]=1[N:19]([CH3:39])[C:20]([C:22]1[C:23]([O:37][CH3:38])=[C:24]([N:28]([CH3:43])[C:29]([C:31]2[CH:32]=[CH:33][N:34]=[CH:35][CH:36]=2)=[O:30])[CH:25]=[CH:26][CH:27]=1)=[O:21]. The catalyst class is: 405. Reactant: [Br:1][C:2]1[CH:7]=[C:6]([C:8]([F:17])([C:13]([F:16])([F:15])[F:14])[C:9]([F:12])([F:11])[F:10])[CH:5]=[C:4]([Br:18])[C:3]=1[N:19]([CH3:39])[C:20]([C:22]1[C:23]([O:37][CH3:38])=[C:24]([NH:28][C:29]([C:31]2[CH:36]=[CH:35][N:34]=[CH:33][CH:32]=2)=[O:30])[CH:25]=[CH:26][CH:27]=1)=[O:21].[H-].[Na+].I[CH3:43]. (2) Reactant: [C:1]([NH:4][C:5]1[CH:10]=[C:9]([C:11]2[O:12][C:13]([C:17]([O:19]CC)=[O:18])=[C:14]([I:16])[N:15]=2)[C:8]([CH3:22])=[CH:7][N:6]=1)(=[O:3])[CH3:2].[Li+].[OH-]. Product: [C:1]([NH:4][C:5]1[CH:10]=[C:9]([C:11]2[O:12][C:13]([C:17]([OH:19])=[O:18])=[C:14]([I:16])[N:15]=2)[C:8]([CH3:22])=[CH:7][N:6]=1)(=[O:3])[CH3:2]. The catalyst class is: 20. (3) Reactant: [NH2:1][C:2]1[C:14]2[C:5](=[N:6][C:7]3[CH2:8][CH2:9][CH:10]([C:15]([CH3:18])([CH3:17])[CH3:16])[CH2:11][C:12]=3[CH:13]=2)[S:4][C:3]=1[C:19]([NH2:21])=[O:20].[N:22]([O-])=O.[Na+].O. Product: [C:15]([CH:10]1[CH2:9][CH2:8][C:7]2=[N:6][C:5]3[S:4][C:3]4[C:19](=[O:20])[NH:21][N:22]=[N:1][C:2]=4[C:14]=3[CH:13]=[C:12]2[CH2:11]1)([CH3:18])([CH3:16])[CH3:17]. The catalyst class is: 33. (4) Reactant: O=[C:2]([C:7]1[CH:12]=[CH:11][CH:10]=[CH:9][CH:8]=1)[CH2:3][S:4][C:5]#[N:6].O.S(=O)(=O)(O)[OH:15]. Product: [C:7]1([C:2]2[N:6]=[C:5]([OH:15])[S:4][CH:3]=2)[CH:12]=[CH:11][CH:10]=[CH:9][CH:8]=1. The catalyst class is: 15. (5) The catalyst class is: 19. Product: [O:17]1[CH2:18][CH2:19][CH2:20][CH2:21][CH:16]1[O:15][CH2:14][CH2:13][N:9]1[C:10]2[C:6](=[CH:5][C:4]([NH2:1])=[CH:12][CH:11]=2)[CH:7]=[N:8]1. Reactant: [N+:1]([C:4]1[CH:5]=[C:6]2[C:10](=[CH:11][CH:12]=1)[N:9]([CH2:13][CH2:14][O:15][CH:16]1[CH2:21][CH2:20][CH2:19][CH2:18][O:17]1)[N:8]=[CH:7]2)([O-])=O. (6) Reactant: [CH3:1][C:2]1[N:3]=[C:4]2[CH2:10][C:9]3[CH:11]=[CH:12][C:13]([O:15][CH3:16])=[CH:14][C:8]=3[C:7]([C:17]3[CH:22]=[CH:21][C:20]([N+:23]([O-])=O)=[CH:19][CH:18]=3)=[N:6][N:5]2[C:26]=1[CH3:27]. Product: [NH2:23][C:20]1[CH:21]=[CH:22][C:17]([C:7]2[C:8]3[CH:14]=[C:13]([O:15][CH3:16])[CH:12]=[CH:11][C:9]=3[CH2:10][C:4]3=[N:3][C:2]([CH3:1])=[C:26]([CH3:27])[N:5]3[N:6]=2)=[CH:18][CH:19]=1. The catalyst class is: 180. (7) The catalyst class is: 1. Reactant: [NH2:1][C@@H:2]([C:5]([OH:7])=O)[CH2:3][SH:4].B.O1CCCC1.[C:14](Cl)([C:27]1[CH:32]=[CH:31][CH:30]=[CH:29][CH:28]=1)([C:21]1[CH:26]=[CH:25][CH:24]=[CH:23][CH:22]=1)[C:15]1[CH:20]=[CH:19][CH:18]=[CH:17][CH:16]=1. Product: [NH2:1][C@H:2]([CH2:3][S:4][C:14]([C:15]1[CH:20]=[CH:19][CH:18]=[CH:17][CH:16]=1)([C:27]1[CH:28]=[CH:29][CH:30]=[CH:31][CH:32]=1)[C:21]1[CH:22]=[CH:23][CH:24]=[CH:25][CH:26]=1)[CH2:5][OH:7]. (8) The catalyst class is: 15. Reactant: [N:1]([O-:3])=O.[Na+].[Br:5][C:6]([C:14]1[CH:19]=[CH:18][CH:17]=[CH:16][CH:15]=1)=[C:7]1[NH:11][C:10](=[O:12])[CH:9]=[C:8]1[OH:13]. Product: [Br:5][C:6]([C:14]1[CH:19]=[CH:18][CH:17]=[CH:16][CH:15]=1)=[C:7]1[NH:11][C:10](=[O:12])[C:9](=[N:1][OH:3])[C:8]1=[O:13]. (9) Reactant: [C:1]([O:5][C:6](=[O:9])[CH2:7]Br)([CH3:4])([CH3:3])[CH3:2].[F:10][C:11]1[CH:16]=[CH:15][C:14]([OH:17])=[CH:13][CH:12]=1.[OH-].[Na+]. Product: [F:10][C:11]1[CH:16]=[CH:15][C:14]([O:17][CH2:7][C:6]([O:5][C:1]([CH3:4])([CH3:3])[CH3:2])=[O:9])=[CH:13][CH:12]=1. The catalyst class is: 9. (10) Reactant: [C:1]([O:5][C:6]([N:8]1[CH2:12][CH2:11][CH2:10][C@@H:9]1[C@@H:13]([OH:37])[C@@H:14]([N:22](CC1C=CC=CC=1)CC1C=CC=CC=1)[CH2:15][C:16]1[CH:21]=[CH:20][CH:19]=[CH:18][CH:17]=1)=[O:7])([CH3:4])([CH3:3])[CH3:2].[H][H]. Product: [C:1]([O:5][C:6]([N:8]1[CH2:12][CH2:11][CH2:10][C@@H:9]1[C@@H:13]([OH:37])[C@@H:14]([NH2:22])[CH2:15][C:16]1[CH:17]=[CH:18][CH:19]=[CH:20][CH:21]=1)=[O:7])([CH3:4])([CH3:2])[CH3:3]. The catalyst class is: 105.